From a dataset of Reaction yield outcomes from USPTO patents with 853,638 reactions. Predict the reaction yield, written as a fraction of the theoretical maximum amount of product (1.0 means a 100% yield; for example, 0.34 means a 34% yield). (1) The reactants are [NH2:1][C@@H:2]([CH2:27][C:28]1[CH:33]=[CH:32][CH:31]=[CH:30][CH:29]=1)[CH2:3][C@H:4]([OH:26])[C@@H:5]([NH:13][C:14]([C@@H:16]([NH:21][C:22](=[O:25])[O:23][CH3:24])[C:17]([CH3:20])([CH3:19])[CH3:18])=[O:15])[CH2:6][C:7]1[CH:12]=[CH:11][CH:10]=[CH:9][CH:8]=1.[CH3:34][C@@H:35]([CH2:54][CH3:55])[C@H:36]([N:40]1[CH2:44][CH2:43][N:42]([CH2:45][C:46]2[C:47]([CH3:52])=[N:48][CH:49]=[CH:50][CH:51]=2)[C:41]1=[O:53])[C:37](O)=[O:38].CCN=C=NCCCN(C)C.C1C=CC2N(O)N=NC=2C=1.CN1CCOCC1. The catalyst is CN(C=O)C. The product is [CH2:6]([C@H:5]([NH:13][C:14]([C@@H:16]([NH:21][C:22](=[O:25])[O:23][CH3:24])[C:17]([CH3:19])([CH3:20])[CH3:18])=[O:15])[C@@H:4]([OH:26])[CH2:3][C@@H:2]([NH:1][C:37](=[O:38])[C@@H:36]([N:40]1[CH2:44][CH2:43][N:42]([CH2:45][C:46]2[C:47]([CH3:52])=[N:48][CH:49]=[CH:50][CH:51]=2)[C:41]1=[O:53])[CH:35]([CH3:34])[CH2:54][CH3:55])[CH2:27][C:28]1[CH:29]=[CH:30][CH:31]=[CH:32][CH:33]=1)[C:7]1[CH:12]=[CH:11][CH:10]=[CH:9][CH:8]=1. The yield is 0.540. (2) The reactants are [CH3:1][C:2]1[O:6][C:5]([C:7]2[CH:8]=[N:9][NH:10][C:11]=2[NH2:12])=[N:4][CH:3]=1.O=[C:14]([C:21]1[CH:22]=[C:23]2[C:27](=[CH:28][CH:29]=1)[N:26]([CH2:30][CH2:31][CH3:32])[N:25]=[CH:24]2)[CH2:15][C:16](OCC)=[O:17].CC1C=CC(S(O)(=O)=O)=CC=1. The catalyst is CCCCO. The product is [CH3:1][C:2]1[O:6][C:5]([C:7]2[CH:8]=[N:9][N:10]3[C:16](=[O:17])[CH:15]=[C:14]([C:21]4[CH:22]=[C:23]5[C:27](=[CH:28][CH:29]=4)[N:26]([CH2:30][CH2:31][CH3:32])[N:25]=[CH:24]5)[NH:12][C:11]=23)=[N:4][CH:3]=1. The yield is 0.600. (3) The reactants are [CH3:1][C:2]1[C:7](=[O:8])[CH2:6][CH:5]([C:9]([CH3:11])=[CH2:10])[CH2:4][CH:3]=1. The catalyst is C(Cl)Cl. The product is [CH:9]([CH:5]1[CH2:6][C:7](=[O:8])[C:2]([CH3:1])=[CH:3][CH2:4]1)([CH3:11])[CH3:10]. The yield is 0.960. (4) The reactants are [NH2:1][C:2]1[CH:28]=[CH:27][C:5]([O:6][C:7]2[C:16]3[C:11](=[CH:12][C:13]([O:19][CH2:20][C:21]4[CH:26]=[CH:25][CH:24]=[CH:23][CH:22]=4)=[C:14]([C:17]#[N:18])[CH:15]=3)[N:10]=[CH:9][CH:8]=2)=[CH:4][C:3]=1[Cl:29].[N:30]1[CH:35]=C[CH:33]=[CH:32][CH:31]=1.ClC(OC1C=CC=CC=1)=[O:38].C1(N)CC1. The catalyst is CN(C)C=O.C(OCC)C.O. The product is [CH2:20]([O:19][C:13]1[CH:12]=[C:11]2[C:16]([C:7]([O:6][C:5]3[CH:27]=[CH:28][C:2]([NH:1][C:35]([NH:30][CH:31]4[CH2:33][CH2:32]4)=[O:38])=[C:3]([Cl:29])[CH:4]=3)=[CH:8][CH:9]=[N:10]2)=[CH:15][C:14]=1[C:17]#[N:18])[C:21]1[CH:26]=[CH:25][CH:24]=[CH:23][CH:22]=1. The yield is 0.884. (5) The reactants are [CH3:1][C:2]1([CH3:31])[CH2:7][CH2:6][C:5]([C:8]2[CH:13]=[C:12]([C:14]3([OH:20])[CH2:19][CH2:18][O:17][CH2:16][CH2:15]3)[CH:11]=[CH:10][C:9]=2[NH:21][C:22]([C:24]2[NH:25][C:26]([C:29]#[N:30])=[CH:27][N:28]=2)=[O:23])=[CH:4][CH2:3]1.[C:32]([O:36]C)(=[O:35])[CH2:33]O.C(O)(C(F)(F)F)=O.[OH-].[K+]. The catalyst is C(Cl)Cl. The product is [C:29]([C:26]1[NH:25][C:24]([C:22]([NH:21][C:9]2[CH:10]=[CH:11][C:12]([C:14]3([O:20][CH2:33][C:32]([OH:36])=[O:35])[CH2:19][CH2:18][O:17][CH2:16][CH2:15]3)=[CH:13][C:8]=2[C:5]2[CH2:6][CH2:7][C:2]([CH3:31])([CH3:1])[CH2:3][CH:4]=2)=[O:23])=[N:28][CH:27]=1)#[N:30]. The yield is 0.300. (6) The reactants are Br[C:2]1[CH:3]=[CH:4][C:5]2[C:9]3[CH:10]=[CH:11][CH:12]=[CH:13][C:8]=3[O:7][C:6]=2[CH:14]=1.C([Li])CCC.[B:20](OC)([O:23]C)[O:21]C.Cl. The catalyst is CCCCCC.C1COCC1. The product is [CH:4]1[C:5]2[C:9]3[CH:10]=[CH:11][CH:12]=[CH:13][C:8]=3[O:7][C:6]=2[CH:14]=[CH:2][C:3]=1[B:20]([OH:23])[OH:21]. The yield is 0.270. (7) The reactants are [CH3:1][O:2][C:3]1[CH:8]=[C:7]([CH3:9])[C:6]([C:10]2[C:15]([CH3:16])=[CH:14][N:13](O)[CH2:12][C:11]=2[CH3:18])=[C:5]([CH3:19])[CH:4]=1.O.[PH2]([O-])=O.[Na+]. The catalyst is C(O)(=O)C.[Pd]. The product is [CH3:1][O:2][C:3]1[CH:4]=[C:5]([CH3:19])[C:6]([C:10]2[C:15]([CH3:16])=[CH:14][N:13]=[CH:12][C:11]=2[CH3:18])=[C:7]([CH3:9])[CH:8]=1. The yield is 0.979. (8) The reactants are [H-].[Na+].IO[Si](C)(C)[CH3:6].[F:9][C:10]([F:19])([F:18])/[CH:11]=[CH:12]/[C:13]([O:15][CH2:16][CH3:17])=[O:14]. The catalyst is CCCCCC. The product is [F:9][C:10]([F:18])([F:19])[CH:11]1[CH2:6][CH:12]1[C:13]([O:15][CH2:16][CH3:17])=[O:14]. The yield is 0.370. (9) The reactants are [CH2:1]([O:3][C:4](=[O:32])[CH2:5][CH:6]([N:10]1[C:18]2[C:13](=[CH:14][C:15]([CH2:19][CH2:20][CH2:21][C:22]3[CH:31]=[CH:30][C:29]4[C:24](=[N:25][CH:26]=[CH:27][CH:28]=4)[N:23]=3)=[CH:16][CH:17]=2)[CH:12]=[CH:11]1)[CH2:7][CH2:8][CH3:9])[CH3:2]. The catalyst is [Pd].CO. The product is [CH2:1]([O:3][C:4](=[O:32])[CH2:5][CH:6]([N:10]1[C:18]2[C:13](=[CH:14][C:15]([CH2:19][CH2:20][CH2:21][C:22]3[CH:31]=[CH:30][C:29]4[CH2:28][CH2:27][CH2:26][NH:25][C:24]=4[N:23]=3)=[CH:16][CH:17]=2)[CH:12]=[CH:11]1)[CH2:7][CH2:8][CH3:9])[CH3:2]. The yield is 0.800. (10) The reactants are C1[CH:5]2[C@@H:6]3[CH:10]=[CH:9][C@H:8]([CH:4]2C=C1)[CH2:7]3.[CH3:11][O:12][C:13](=[O:16])C=C.C1(C=CC(O)=CC=1)O. No catalyst specified. The product is [CH3:11][O:12][C:13]([C:6]12[CH2:7][CH:8]([CH2:4][CH2:5]1)[CH:9]=[CH:10]2)=[O:16]. The yield is 0.860.